The task is: Predict the reaction yield, written as a fraction of the theoretical maximum amount of product (1.0 means a 100% yield; for example, 0.34 means a 34% yield).. This data is from Reaction yield outcomes from USPTO patents with 853,638 reactions. The reactants are [CH2:1]([C:5]1[N:6]([CH2:29][C:30]2[CH:35]=[CH:34][CH:33]=[CH:32][C:31]=2[Cl:36])[C:7]([CH2:10][C:11]([CH2:22][C:23]2[CH:28]=[CH:27][CH:26]=[CH:25][CH:24]=2)(C(OCC)=O)[C:12]([O:14]CC)=[O:13])=[CH:8][N:9]=1)[CH2:2][CH2:3][CH3:4].[OH-].[K+].O. The yield is 0.860. The product is [CH2:1]([C:5]1[N:6]([CH2:29][C:30]2[CH:35]=[CH:34][CH:33]=[CH:32][C:31]=2[Cl:36])[C:7]([CH2:10][CH:11]([CH2:22][C:23]2[CH:28]=[CH:27][CH:26]=[CH:25][CH:24]=2)[C:12]([OH:14])=[O:13])=[CH:8][N:9]=1)[CH2:2][CH2:3][CH3:4]. The catalyst is C(O)C.